Dataset: Full USPTO retrosynthesis dataset with 1.9M reactions from patents (1976-2016). Task: Predict the reactants needed to synthesize the given product. (1) Given the product [CH2:16]([O:18][C:19](=[O:29])[C:20]1[CH:25]=[C:24]([CH2:26][N:1]2[CH2:6][CH2:5][CH:4]([C:7]3[C:15]4[C:10](=[CH:11][CH:12]=[CH:13][CH:14]=4)[NH:9][CH:8]=3)[CH2:3][CH2:2]2)[CH:23]=[CH:22][C:21]=1[F:28])[CH3:17], predict the reactants needed to synthesize it. The reactants are: [NH:1]1[CH2:6][CH2:5][CH:4]([C:7]2[C:15]3[C:10](=[CH:11][CH:12]=[CH:13][CH:14]=3)[NH:9][CH:8]=2)[CH2:3][CH2:2]1.[CH2:16]([O:18][C:19](=[O:29])[C:20]1[CH:25]=[C:24]([CH2:26]Br)[CH:23]=[CH:22][C:21]=1[F:28])[CH3:17]. (2) Given the product [Cl:1][C:2]1[N:7]=[C:6]([O:8][CH3:9])[C:5]([N:10]2[CH:13]=[C:14]([CH3:15])[N:25]=[CH:11]2)=[CH:4][CH:3]=1, predict the reactants needed to synthesize it. The reactants are: [Cl:1][C:2]1[N:7]=[C:6]([O:8][CH3:9])[C:5]([N:10]([CH2:13][C:14](=O)[CH3:15])[CH:11]=O)=[CH:4][CH:3]=1.C(O)(=O)C.C([O-])(=O)C.[NH4+:25].N. (3) Given the product [CH3:8][O:9][C:10]([C@H:12]1[CH2:17][CH2:16][C@H:15]([NH2:18])[CH2:14][CH2:13]1)=[O:11], predict the reactants needed to synthesize it. The reactants are: FC(F)(F)C(O)=O.[CH3:8][O:9][C:10]([C@H:12]1[CH2:17][CH2:16][C@H:15]([NH:18]C(OC(C)(C)C)=O)[CH2:14][CH2:13]1)=[O:11]. (4) Given the product [ClH:21].[NH2:1][C:4]1[CH:9]=[CH:8][N:7]([CH2:10][C:11]2[CH:16]=[CH:15][CH:14]=[C:13]([F:17])[CH:12]=2)[C:6](=[O:18])[C:5]=1[Br:19], predict the reactants needed to synthesize it. The reactants are: [N:1]([C:4]1[CH:9]=[CH:8][N:7]([CH2:10][C:11]2[CH:16]=[CH:15][CH:14]=[C:13]([F:17])[CH:12]=2)[C:6](=[O:18])[C:5]=1[Br:19])=[N+]=[N-].[NH4+].[Cl-:21]. (5) The reactants are: CS(O[CH2:6][CH2:7][C:8]([CH3:24])([N:10]1[CH:14]=[C:13]([C:15]2[C:16]3[CH:23]=[CH:22][NH:21][C:17]=3[N:18]=[CH:19][N:20]=2)[CH:12]=[N:11]1)[CH3:9])(=O)=O.[CH3:25][N:26](C=O)C.[C-]#N.[Na+]. Given the product [CH3:9][C:8]([N:10]1[CH:14]=[C:13]([C:15]2[C:16]3[CH:23]=[CH:22][NH:21][C:17]=3[N:18]=[CH:19][N:20]=2)[CH:12]=[N:11]1)([CH3:24])[CH2:7][CH2:6][C:25]#[N:26], predict the reactants needed to synthesize it. (6) Given the product [C:19]([O:18][C:16]([N:2]([CH3:1])[C@H:3]([CH2:5][CH:6]=[CH2:7])[CH3:4])=[O:17])([CH3:20])([CH3:21])[CH3:22], predict the reactants needed to synthesize it. The reactants are: [CH3:1][NH:2][C@H:3]([CH2:5][CH:6]=[CH2:7])[CH3:4].[CH3:20][C:19]([O:18][C:16](O[C:16]([O:18][C:19]([CH3:22])([CH3:21])[CH3:20])=[O:17])=[O:17])([CH3:22])[CH3:21].